This data is from Reaction yield outcomes from USPTO patents with 853,638 reactions. The task is: Predict the reaction yield, written as a fraction of the theoretical maximum amount of product (1.0 means a 100% yield; for example, 0.34 means a 34% yield). (1) The reactants are [CH2:1]([S:4]([O:7][C:8]1[CH:13]=[CH:12][C:11]([C:14]2[N:18]([C:19]3[CH:24]=[CH:23][C:22]([Cl:25])=[CH:21][C:20]=3[Cl:26])[N:17]=[C:16]([C:27]([NH:29][CH:30]3[CH2:35][CH2:34][CH2:33][CH2:32][CH2:31]3)=O)[C:15]=2[CH3:36])=[CH:10][CH:9]=1)(=[O:6])=[O:5])[CH2:2][CH3:3].COC1C=CC(P2(SP(C3C=CC(OC)=CC=3)(=S)S2)=[S:46])=CC=1. The catalyst is C1(C)C=CC=CC=1. The product is [CH2:1]([S:4]([O:7][C:8]1[CH:13]=[CH:12][C:11]([C:14]2[N:18]([C:19]3[CH:24]=[CH:23][C:22]([Cl:25])=[CH:21][C:20]=3[Cl:26])[N:17]=[C:16]([C:27]([NH:29][CH:30]3[CH2:35][CH2:34][CH2:33][CH2:32][CH2:31]3)=[S:46])[C:15]=2[CH3:36])=[CH:10][CH:9]=1)(=[O:6])=[O:5])[CH2:2][CH3:3]. The yield is 0.990. (2) The reactants are [Cl:1][C:2]1[CH:7]=[C:6]([CH2:8][N:9]2[C:14]([O:15][C:16]3[CH:17]=[C:18]([CH:21]=[C:22]([CH3:24])[CH:23]=3)[CH:19]=O)=[C:13]([CH:25]([CH3:27])[CH3:26])[C:12](=[O:28])[NH:11][C:10]2=[O:29])[CH:5]=[C:4]([NH:30][CH2:31][C:32]2[CH:37]=[CH:36][C:35]([O:38][CH3:39])=[CH:34][CH:33]=2)[N:3]=1.[C:40]([CH2:42]P(=O)(OCC)OCC)#[N:41].CC(C)([O-])C.[K+]. The catalyst is C1COCC1.CC(=O)OCC. The product is [Cl:1][C:2]1[CH:7]=[C:6]([CH2:8][N:9]2[C:14]([O:15][C:16]3[CH:17]=[C:18]([CH:19]=[CH:42][C:40]#[N:41])[CH:21]=[C:22]([CH3:24])[CH:23]=3)=[C:13]([CH:25]([CH3:27])[CH3:26])[C:12](=[O:28])[NH:11][C:10]2=[O:29])[CH:5]=[C:4]([NH:30][CH2:31][C:32]2[CH:33]=[CH:34][C:35]([O:38][CH3:39])=[CH:36][CH:37]=2)[N:3]=1. The yield is 0.700. (3) The reactants are Cl[C:2]1[CH:3]=[CH:4][C:5]2[O:14][CH2:13][CH2:12][C:11]3[CH:10]=[C:9]([C:15]4[N:16]([C:20]5[CH:25]=[CH:24][C:23]([F:26])=[CH:22][C:21]=5[F:27])[N:17]=[CH:18][N:19]=4)[S:8][C:7]=3[C:6]=2[N:28]=1.[CH3:29][O:30][C:31]1[CH:36]=[CH:35][C:34](B2OC(C)(C)C(C)(C)O2)=[CH:33][N:32]=1.C([O-])([O-])=O.[Cs+].[Cs+]. The catalyst is C1C=CC(P(C2C=CC=CC=2)[C-]2C=CC=C2)=CC=1.C1C=CC(P(C2C=CC=CC=2)[C-]2C=CC=C2)=CC=1.Cl[Pd]Cl.[Fe+2].CC#N.O. The product is [F:27][C:21]1[CH:22]=[C:23]([F:26])[CH:24]=[CH:25][C:20]=1[N:16]1[C:15]([C:9]2[S:8][C:7]3[C:6]4[N:28]=[C:2]([C:34]5[CH:33]=[N:32][C:31]([O:30][CH3:29])=[CH:36][CH:35]=5)[CH:3]=[CH:4][C:5]=4[O:14][CH2:13][CH2:12][C:11]=3[CH:10]=2)=[N:19][CH:18]=[N:17]1. The yield is 0.170. (4) The reactants are [Cl:1][C:2]1[CH:7]=[CH:6][C:5]([C:8]2[S:17][C:11]3[C:12](=[O:16])[NH:13][CH:14]=[CH:15][C:10]=3[CH:9]=2)=[CH:4][CH:3]=1.Br[C:19]1[CH:20]=[CH:21][C:22]([N:25]2[CH2:29][CH2:28][C@H:27]([N:30]([CH3:32])[CH3:31])[CH2:26]2)=[N:23][CH:24]=1.C([O-])([O-])=O.[Cs+].[Cs+].CNCCNC.Cl. The catalyst is O1CCOCC1.CCOC(C)=O.C(Cl)Cl.CCO.[Cu]I. The product is [ClH:1].[Cl:1][C:2]1[CH:3]=[CH:4][C:5]([C:8]2[S:17][C:11]3[C:12](=[O:16])[N:13]([C:19]4[CH:24]=[N:23][C:22]([N:25]5[CH2:29][CH2:28][C@H:27]([N:30]([CH3:32])[CH3:31])[CH2:26]5)=[CH:21][CH:20]=4)[CH:14]=[CH:15][C:10]=3[CH:9]=2)=[CH:6][CH:7]=1. The yield is 0.580. (5) The reactants are [CH:1]([C@@H:4]1[C:9](=[O:10])[NH:8][CH2:7][CH2:6][N:5]1C(OCC1C=CC=CC=1)=O)([CH3:3])[CH3:2].[CH3:33][C:32]([O:31][C:29](O[C:29]([O:31][C:32]([CH3:35])([CH3:34])[CH3:33])=[O:30])=[O:30])([CH3:35])[CH3:34].C([C@H]1NCCNC1=O)(C)C. The catalyst is CO.[Pd]. The product is [CH:1]([C@@H:4]1[C:9](=[O:10])[NH:8][CH2:7][CH2:6][N:5]1[C:29]([O:31][C:32]([CH3:33])([CH3:34])[CH3:35])=[O:30])([CH3:3])[CH3:2]. The yield is 0.610. (6) The reactants are BrCCBr.Cl[Si](C)(C)C.I[CH:11]1[CH2:14][N:13]([C:15]([O:17][C:18]([CH3:21])([CH3:20])[CH3:19])=[O:16])[CH2:12]1.[C:22]([C:25]1[CH:32]=[C:31]([Cl:33])[C:28]([C:29]#[N:30])=[C:27](I)[C:26]=1[O:35][CH2:36][CH3:37])(=[O:24])[CH3:23].[Cl-].[NH4+]. The catalyst is CN(C)C(=O)C.[Zn].C1C=CC(/C=C/C(/C=C/C2C=CC=CC=2)=O)=CC=1.C1C=CC(/C=C/C(/C=C/C2C=CC=CC=2)=O)=CC=1.C1C=CC(/C=C/C(/C=C/C2C=CC=CC=2)=O)=CC=1.[Pd].[Pd].O1C=CC=C1P(C1OC=CC=1)C1OC=CC=1. The product is [C:22]([C:25]1[C:26]([O:35][CH2:36][CH3:37])=[C:27]([CH:11]2[CH2:14][N:13]([C:15]([O:17][C:18]([CH3:21])([CH3:20])[CH3:19])=[O:16])[CH2:12]2)[C:28]([C:29]#[N:30])=[C:31]([Cl:33])[CH:32]=1)(=[O:24])[CH3:23]. The yield is 0.880.